Dataset: Full USPTO retrosynthesis dataset with 1.9M reactions from patents (1976-2016). Task: Predict the reactants needed to synthesize the given product. (1) Given the product [CH3:41][NH:37][C:27](=[O:29])[C:26]1[CH:30]=[CH:31][CH:32]=[C:24]([C:23]([NH:22][C:19]2[CH:18]=[CH:17][C:16]([N:9]3[C:10]([C:12]([F:13])([F:15])[F:14])=[CH:11][C:7]([C:3]4[CH:2]=[N:1][CH:6]=[CH:5][CH:4]=4)=[N:8]3)=[CH:21][N:20]=2)=[O:33])[CH:25]=1, predict the reactants needed to synthesize it. The reactants are: [N:1]1[CH:6]=[CH:5][CH:4]=[C:3]([C:7]2[CH:11]=[C:10]([C:12]([F:15])([F:14])[F:13])[N:9]([C:16]3[CH:17]=[CH:18][C:19]([NH:22][C:23](=[O:33])[C:24]4[CH:25]=[C:26]([CH:30]=[CH:31][CH:32]=4)[C:27]([OH:29])=O)=[N:20][CH:21]=3)[N:8]=2)[CH:2]=1.CN.O[N:37]1[C:41]2C=CC=CC=2N=N1.CN(C)CCCN=C=NCC.C(=O)(O)[O-].[Na+]. (2) Given the product [N:11]([CH2:2][CH2:3][CH2:4][CH2:5][C:6]([O:8][CH2:9][CH3:10])=[O:7])=[N+:12]=[N-:13], predict the reactants needed to synthesize it. The reactants are: Br[CH2:2][CH2:3][CH2:4][CH2:5][C:6]([O:8][CH2:9][CH3:10])=[O:7].[N-:11]=[N+:12]=[N-:13].[Na+]. (3) Given the product [O:1]=[C:2]1[N:7]([CH2:8][C:9]2[CH:14]=[CH:13][CH:12]=[CH:11][CH:10]=2)[C:6]([C:15]2[CH:16]=[CH:17][CH:18]=[CH:19][CH:20]=2)=[N:5][CH:4]=[C:3]1[C:21]([O:23][C:31]1[N:35]([CH2:36][CH3:37])[N:34]=[CH:33][CH:32]=1)=[O:22], predict the reactants needed to synthesize it. The reactants are: [O:1]=[C:2]1[N:7]([CH2:8][C:9]2[CH:14]=[CH:13][CH:12]=[CH:11][CH:10]=2)[C:6]([C:15]2[CH:20]=[CH:19][CH:18]=[CH:17][CH:16]=2)=[N:5][CH:4]=[C:3]1[C:21]([OH:23])=[O:22].C(Cl)(=O)C(Cl)=O.O[C:31]1[N:35]([CH2:36][CH3:37])[N:34]=[CH:33][CH:32]=1.C(N(CC)CC)C.[Cl-].[NH4+]. (4) The reactants are: [CH:1](O)=[O:2].CN(C(ON1N=NC2C=CC=NC1=2)=[N+](C)C)C.F[P-](F)(F)(F)(F)F.CCN(C(C)C)C(C)C.[NH2:37][C@H:38]([CH2:47][C:48]1[CH:53]=[CH:52][C:51]([C:54]2[CH:59]=[CH:58][CH:57]=[C:56]([Cl:60])[CH:55]=2)=[CH:50][CH:49]=1)[CH2:39][C@:40]([CH2:45][OH:46])([CH3:44])[C:41]([OH:43])=[O:42]. Given the product [Cl:60][C:56]1[CH:55]=[C:54]([C:51]2[CH:52]=[CH:53][C:48]([CH2:47][C@@H:38]([NH:37][CH:1]=[O:2])[CH2:39][C@:40]([CH2:45][OH:46])([CH3:44])[C:41]([OH:43])=[O:42])=[CH:49][CH:50]=2)[CH:59]=[CH:58][CH:57]=1, predict the reactants needed to synthesize it. (5) Given the product [CH2:21]([NH:7][CH2:6][C:5]([C:14]1[CH:19]=[CH:18][CH:17]=[CH:16][CH:15]=1)([C:8]1[CH:9]=[CH:10][CH:11]=[CH:12][CH:13]=1)[CH2:4][CH:3]=[C:2]([CH3:20])[CH3:1])[C:22]1[CH:27]=[CH:26][CH:25]=[CH:24][CH:23]=1, predict the reactants needed to synthesize it. The reactants are: [CH3:1][C:2]([CH3:20])=[CH:3][CH2:4][C:5]([C:14]1[CH:19]=[CH:18][CH:17]=[CH:16][CH:15]=1)([C:8]1[CH:13]=[CH:12][CH:11]=[CH:10][CH:9]=1)[CH2:6][NH2:7].[CH:21](=O)[C:22]1[CH:27]=[CH:26][CH:25]=[CH:24][CH:23]=1.[BH4-].[Na+]. (6) Given the product [ClH:25].[CH2:17]([NH:16][C:14]1[N:13]=[C:12]([NH:21][CH3:22])[C:10]2[N:11]=[C:6]([NH:5][CH2:1][CH2:2][CH2:3][CH3:4])[N:7]=[C:8]([NH:23][CH3:24])[C:9]=2[N:15]=1)[CH2:18][CH2:19][CH3:20], predict the reactants needed to synthesize it. The reactants are: [CH2:1]([NH:5][C:6]1[N:7]=[C:8]([NH:23][CH3:24])[C:9]2[N:15]=[C:14]([NH:16][CH2:17][CH2:18][CH2:19][CH3:20])[N:13]=[C:12]([NH:21][CH3:22])[C:10]=2[N:11]=1)[CH2:2][CH2:3][CH3:4].[ClH:25].C(OCC)C.Cl.CN(C)C1N=C(NCCC)C2N=C(NC)N=C(NCCC)C=2N=1. (7) Given the product [C:17]1([N:8]2[C:9]3=[CH:14][CH:13]=[CH:12][CH2:11][N:10]3[CH:15]=[C:7]2[C:2]2[N:3]=[CH:4][N:5]=[CH:6][N:1]=2)[CH:22]=[CH:21][CH:20]=[CH:19][CH:18]=1, predict the reactants needed to synthesize it. The reactants are: [N:1]1[CH:6]=[N:5][CH:4]=[N:3][C:2]=1[C:7]1[NH:8][C:9]2[N:10]([CH:15]=1)[CH2:11][CH:12]=[CH:13][CH:14]=2.Br[C:17]1[CH:22]=[CH:21][CH:20]=[CH:19][CH:18]=1.CC([O-])(C)C.[Na+].P(C(C)(C)C)(C(C)(C)C)C(C)(C)C. (8) Given the product [Si:1]([O:8][CH2:9][C:10]([C:13]1[CH:14]=[C:15]([C:24]2[N:29]=[C:28]([CH3:30])[N:27]=[C:26]([NH2:31])[N:25]=2)[C:16]([F:19])=[N:17][CH:18]=1)([CH3:12])[CH3:11])([C:4]([CH3:7])([CH3:6])[CH3:5])([CH3:3])[CH3:2], predict the reactants needed to synthesize it. The reactants are: [Si:1]([O:8][CH2:9][C:10]([C:13]1[CH:14]=[C:15](B(O)O)[C:16]([F:19])=[N:17][CH:18]=1)([CH3:12])[CH3:11])([C:4]([CH3:7])([CH3:6])[CH3:5])([CH3:3])[CH3:2].Cl[C:24]1[N:29]=[C:28]([CH3:30])[N:27]=[C:26]([NH2:31])[N:25]=1.C([O-])(=O)C.[K+]. (9) Given the product [S:25]([O-:28])(=[O:27])(=[O:26])[CH3:24].[CH3:1][C:2]1[CH:7]=[C:6]([CH3:8])[CH:5]=[C:4]([CH3:9])[C:3]=1[S+:16]([C:18]1[CH:19]=[CH:20][CH:21]=[CH:22][CH:23]=1)[C:10]1[CH:15]=[CH:14][CH:13]=[CH:12][CH:11]=1, predict the reactants needed to synthesize it. The reactants are: [CH3:1][C:2]1[CH:7]=[C:6]([CH3:8])[CH:5]=[C:4]([CH3:9])[CH:3]=1.[C:10]1([S:16]([C:18]2[CH:23]=[CH:22][CH:21]=[CH:20][CH:19]=2)=O)[CH:15]=[CH:14][CH:13]=[CH:12][CH:11]=1.[CH3:24][S:25]([OH:28])(=[O:27])=[O:26].O=P12OP3(OP(OP(O3)(O1)=O)(=O)O2)=O. (10) Given the product [CH2:1]([O:8][C:9]1[CH:10]=[CH:11][C:12]([O:15][CH2:17][C:18]#[N:19])=[CH:13][CH:14]=1)[C:2]1[CH:3]=[CH:4][CH:5]=[CH:6][CH:7]=1, predict the reactants needed to synthesize it. The reactants are: [CH2:1]([O:8][C:9]1[CH:14]=[CH:13][C:12]([OH:15])=[CH:11][CH:10]=1)[C:2]1[CH:7]=[CH:6][CH:5]=[CH:4][CH:3]=1.Br[CH2:17][C:18]#[N:19].C([O-])([O-])=O.[K+].[K+].